This data is from M1 muscarinic receptor antagonist screen with 61,756 compounds. The task is: Binary Classification. Given a drug SMILES string, predict its activity (active/inactive) in a high-throughput screening assay against a specified biological target. (1) The compound is s1c(C(=O)N2C(CCC2)C(OC)=O)ccc1. The result is 0 (inactive). (2) The drug is Clc1ccc(C2(CCC2)C(O)=O)cc1. The result is 0 (inactive). (3) The molecule is O(c1c(C(=O)Nc2c(cccc2)C#N)cccc1)CC(=O)NCc1occc1. The result is 0 (inactive). (4) The molecule is O=C1N(C(=O)CC1N1CCN(C2CC(=O)N(C2=O)CCc2ccccc2)CC1)CCc1ccccc1. The result is 0 (inactive). (5) The compound is O=C1N(CC(C1)C(=O)NC(Cc1ccccc1)c1[nH]c2c(n1)cccc2)c1cc2OCCOc2cc1. The result is 0 (inactive). (6) The molecule is O=C(N1CCc2c(C1)cccc2)Cn1c2c3c(c1=O)cccc3ccc2. The result is 0 (inactive). (7) The result is 0 (inactive). The drug is O=C1CC(CC(=O)/C1=C\NC(CCC(=O)N)C(O)=O)(C)C. (8) The molecule is O1CCN(Cc2n(c3c(n2)n(c(=O)n(c3=O)C)C)CC(=O)c2ccccc2)CC1. The result is 0 (inactive). (9) The compound is O=c1n(c(=O)cc(NCc2ccccc2)[nH]1)C. The result is 0 (inactive). (10) The molecule is O1CCN(CC1)c1ccc(NC2CC(=O)N(C2=O)c2cc(OC(=O)C)ccc2)cc1. The result is 0 (inactive).